Dataset: Reaction yield outcomes from USPTO patents with 853,638 reactions. Task: Predict the reaction yield, written as a fraction of the theoretical maximum amount of product (1.0 means a 100% yield; for example, 0.34 means a 34% yield). (1) The reactants are [CH3:1][Si:2](Cl)([CH3:4])[CH3:3].[CH3:10][Si:9]([CH3:12])([CH3:11])N[Si:9]([CH3:12])([CH3:11])[CH3:10].[CH3:15][CH2:16][CH2:17][C@H:18]1[CH2:22][N:21]([CH3:23])[C@H:20]([C:24]([NH:26][C@H:27]([C@H:39]([OH:41])[CH3:40])[C@H:28]2[O:33][C@H:32]([S:34][CH3:35])[C@H:31]([OH:36])[C@@H:30]([OH:37])[C@H:29]2[OH:38])=[O:25])[CH2:19]1. The catalyst is N1C=CC=CC=1. The product is [CH3:15][CH2:16][CH2:17][C@H:18]1[CH2:22][N:21]([CH3:23])[C@H:20]([C:24]([NH:26][C@H:27]([C@H:39]([OH:41])[CH3:40])[C@H:28]2[O:33][C@H:32]([S:34][CH3:35])[C@H:31]([O:36][Si:2]([CH3:4])([CH3:3])[CH3:1])[C@@H:30]([O:37][Si:2]([CH3:4])([CH3:3])[CH3:1])[C@H:29]2[O:38][Si:9]([CH3:10])([CH3:11])[CH3:12])=[O:25])[CH2:19]1. The yield is 0.910. (2) The reactants are [CH3:1][C:2]1[CH:3]=[CH:4][CH:5]=[C:6]2[C:11]=1[N:10]=[CH:9][CH:8]=[CH:7]2.[Br:12]Br. The catalyst is S([O-])([O-])(=O)=O.[Ag+2].OS(O)(=O)=O. The product is [Br:12][C:5]1[CH:4]=[CH:3][C:2]([CH3:1])=[C:11]2[C:6]=1[CH:7]=[CH:8][CH:9]=[N:10]2. The yield is 0.924. (3) The reactants are Br[C:2]1[S:6][C:5]([C:7]2[N:11]=[CH:10][N:9]([CH:12]3[CH2:17][CH2:16][CH2:15][CH2:14][O:13]3)[N:8]=2)=[C:4]([CH:18]([C:20]2[CH:25]=[CH:24][C:23]([Cl:26])=[CH:22][CH:21]=2)[OH:19])[CH:3]=1.O1CCCC1.C([Mg]Cl)(C)C.C(O[B:41]1[O:45][C:44]([CH3:47])([CH3:46])[C:43]([CH3:49])([CH3:48])[O:42]1)(C)C. No catalyst specified. The product is [Cl:26][C:23]1[CH:24]=[CH:25][C:20]([CH:18]([C:4]2[CH:3]=[C:2]([B:41]3[O:45][C:44]([CH3:47])([CH3:46])[C:43]([CH3:49])([CH3:48])[O:42]3)[S:6][C:5]=2[C:7]2[N:11]=[CH:10][N:9]([CH:12]3[CH2:17][CH2:16][CH2:15][CH2:14][O:13]3)[N:8]=2)[OH:19])=[CH:21][CH:22]=1. The yield is 0.650. (4) The reactants are [CH3:1][O:2][C:3]1[C:8]2[O:9][CH2:10][O:11][C:7]=2[CH:6]=[C:5]([C:12](OC)=[O:13])[CH:4]=1.[H-].[H-].[H-].[H-].[Li+].[Al+3].O.[OH-].[Na+]. The catalyst is C1COCC1. The product is [CH3:1][O:2][C:3]1[C:8]2[O:9][CH2:10][O:11][C:7]=2[CH:6]=[C:5]([CH2:12][OH:13])[CH:4]=1. The yield is 0.520. (5) The reactants are [CH2:1]([O:3][C:4](=[O:20])[CH2:5][CH:6]([N:10]1[C:14]2[CH:15]=[CH:16][CH:17]=[CH:18][C:13]=2[NH:12][C:11]1=[O:19])[CH2:7][CH2:8][CH3:9])[CH3:2].[CH3:21][C:22]1[N:30]2[C:25]([C:26]([CH3:31])=[CH:27][CH:28]=[CH:29]2)=[C:24]([CH2:32][N+](C)(C)C)[CH:23]=1.[I-].C([O-])([O-])=O.[K+].[K+]. The catalyst is CN(C=O)C.O. The product is [CH2:1]([O:3][C:4](=[O:20])[CH2:5][CH:6]([N:10]1[C:14]2[CH:15]=[CH:16][CH:17]=[CH:18][C:13]=2[N:12]([CH2:32][C:24]2[CH:23]=[C:22]([CH3:21])[N:30]3[C:25]=2[C:26]([CH3:31])=[CH:27][CH:28]=[CH:29]3)[C:11]1=[O:19])[CH2:7][CH2:8][CH3:9])[CH3:2]. The yield is 0.260. (6) The reactants are CS(O)(=O)=O.[NH2:6][CH2:7][C:8]1[CH:9]=[C:10]2[C:14](=[CH:15][CH:16]=1)[C:13](=[O:17])[N:12]([CH:18]1[CH2:23][CH2:22][C:21](=[O:24])[NH:20][C:19]1=[O:25])[CH2:11]2.C1N=CN([C:31](N2C=NC=C2)=[O:32])C=1.[C:38]([O:42][C:43]([N:45]1[CH2:50][CH2:49][CH:48]([NH2:51])[CH2:47][CH2:46]1)=[O:44])([CH3:41])([CH3:40])[CH3:39]. The catalyst is CN(C=O)C. The product is [C:38]([O:42][C:43]([N:45]1[CH2:50][CH2:49][CH:48]([NH:51][C:31]([NH:6][CH2:7][C:8]2[CH:9]=[C:10]3[C:14](=[CH:15][CH:16]=2)[C:13](=[O:17])[N:12]([CH:18]2[CH2:23][CH2:22][C:21](=[O:24])[NH:20][C:19]2=[O:25])[CH2:11]3)=[O:32])[CH2:47][CH2:46]1)=[O:44])([CH3:41])([CH3:39])[CH3:40]. The yield is 0.270. (7) The product is [CH2:1]([S:8][C:9]1[CH:10]=[C:11]2[C:16](=[CH:17][CH:18]=1)[CH:15]([C:19]1[CH:24]=[CH:23][C:22]([Br:25])=[CH:21][C:20]=1[O:26][CH3:27])[N:14]([C:28](=[O:30])[CH3:29])[CH2:13][CH2:12]2)[C:2]1[CH:7]=[CH:6][CH:5]=[CH:4][CH:3]=1. The reactants are [CH2:1]([S:8][C:9]1[CH:10]=[C:11]2[C:16](=[CH:17][CH:18]=1)[CH:15]([C:19]1[CH:24]=[CH:23][C:22]([Br:25])=[CH:21][C:20]=1[O:26][CH3:27])[NH:14][CH2:13][CH2:12]2)[C:2]1[CH:7]=[CH:6][CH:5]=[CH:4][CH:3]=1.[C:28](OC(=O)C)(=[O:30])[CH3:29].C(N(CC)CC)C.CN(C1C=CC=CN=1)C. The catalyst is CC1OCCC1.CCOC(C)=O. The yield is 0.374.